Dataset: Forward reaction prediction with 1.9M reactions from USPTO patents (1976-2016). Task: Predict the product of the given reaction. (1) The product is: [CH3:14][C:15]1[CH:20]=[CH:19][C:18]([CH3:21])=[CH:17][C:16]=1[S:22][CH2:2][CH2:3][CH2:4][CH2:5][CH2:6][CH2:7][CH2:8][C:9]([OH:11])=[O:10]. Given the reactants Br[CH2:2][CH2:3][CH2:4][CH2:5][CH2:6][CH2:7][CH2:8][C:9]([O:11]CC)=[O:10].[CH3:14][C:15]1[CH:20]=[CH:19][C:18]([CH3:21])=[CH:17][C:16]=1[SH:22].[OH-].[K+].[OH-].[Na+].Cl, predict the reaction product. (2) Given the reactants [Cl:1][C:2]1[CH:7]=[C:6]([NH:8][C:9]2[N:14]=[CH:13][N:12]=[C:11]([NH:15]C(C3CC3)=O)[CH:10]=2)[C:5](=[O:21])[N:4]2[C:22]([C:27]3C=[CH:31][CH:30]=[C:29](F)[CH:28]=3)(C)[NH:23][C:24](=[O:25])[C:3]=12.ClC1C=C(N(CC2C=CC(OC)=CC=2)C2C=CN=CN=2)C(=O)[N:37]2C3(CCCCC3)N(CC3C=CC(OC)=CC=3)C(=O)[C:36]=12.P([O-])([O-])([O-])=O.[K+].[K+].[K+].CC1(C)C2C(=C(P(C3C=CC=CC=3)C3C=CC=CC=3)C=CC=2)OC2C(P(C3C=CC=CC=3)C3C=CC=CC=3)=CC=CC1=2, predict the reaction product. The product is: [Cl:1][C:2]1[CH:7]=[C:6]([NH:8][C:9]2[N:14]=[CH:13][N:12]=[C:11]3[NH:15][N:37]=[CH:36][C:10]=23)[C:5](=[O:21])[N:4]2[C:22]3([NH:23][C:24](=[O:25])[C:3]=12)[CH2:27][CH2:28][CH2:29][CH2:30][CH2:31]3. (3) Given the reactants Cl[C:2]1[CH:3]=[C:4]([NH:10][C:11]2[CH:20]=[C:14]3[CH2:15][N:16]([CH3:19])[CH2:17][CH2:18][N:13]3[N:12]=2)[C:5](=[O:9])[N:6]([CH3:8])[N:7]=1.B1(B2OC(C)(C)C(C)(C)O2)OC(C)(C)C(C)(C)O1.C([O-])(=O)C.[K+].CC(C1C=C(C(C)C)C(C2C=CC=CC=2P(C2CCCCC2)C2CCCCC2)=C(C(C)C)C=1)C.[F:78][C:79]1[CH:80]=[C:81]([C:99]([CH3:103])([CH3:102])[C:100]#[N:101])[CH:82]=[C:83]2[C:88]=1[C:87](=[O:89])[N:86]([C:90]1[C:95]([CH:96]=[O:97])=[C:94](I)[CH:93]=[CH:92][N:91]=1)[CH:85]=[CH:84]2.C(=O)([O-])[O-].[K+].[K+].C1(P(C2CCCCC2)C2CCCCC2)CCCCC1, predict the reaction product. The product is: [F:78][C:79]1[CH:80]=[C:81]([C:99]([CH3:103])([CH3:102])[C:100]#[N:101])[CH:82]=[C:83]2[C:88]=1[C:87](=[O:89])[N:86]([C:90]1[C:95]([CH:96]=[O:97])=[C:94]([C:2]3[CH:3]=[C:4]([NH:10][C:11]4[CH:20]=[C:14]5[CH2:15][N:16]([CH3:19])[CH2:17][CH2:18][N:13]5[N:12]=4)[C:5](=[O:9])[N:6]([CH3:8])[N:7]=3)[CH:93]=[CH:92][N:91]=1)[CH:85]=[CH:84]2. (4) Given the reactants ClC1C=C(NC2C=CC(C(F)(F)F)=CC=2)C=CC=1C(C1C=C([N+]([O-])=O)C=CC=1C)=O.Br[C:32]1[CH:37]=[CH:36][C:35]([C:38]([C:40]2[CH:45]=[C:44]([N+:46]([O-:48])=[O:47])[CH:43]=[CH:42][C:41]=2[CH3:49])=[O:39])=[C:34]([Cl:50])[CH:33]=1.[Cl:51][C:52]1[CH:58]=[C:57]([F:59])[CH:56]=[CH:55][C:53]=1[NH2:54], predict the reaction product. The product is: [Cl:50][C:34]1[CH:33]=[C:32]([NH:54][C:53]2[CH:55]=[CH:56][C:57]([F:59])=[CH:58][C:52]=2[Cl:51])[CH:37]=[CH:36][C:35]=1[C:38]([C:40]1[CH:45]=[C:44]([N+:46]([O-:48])=[O:47])[CH:43]=[CH:42][C:41]=1[CH3:49])=[O:39].